Dataset: Forward reaction prediction with 1.9M reactions from USPTO patents (1976-2016). Task: Predict the product of the given reaction. The product is: [OH:174][C:173]([CH2:175][CH2:176][CH2:177][CH2:178][C@H:179]1[C@@H:187]2[C@@H:182]([NH:183][C:184]([NH:186]2)=[O:185])[CH2:181][S:180]1)=[O:172].[CH3:158][CH2:157][CH:155]([CH:108]([NH:109][CH3:110])[C:106]([NH:105][CH:104]([C:102]([OH:101])=[O:103])[CH2:161][CH2:162][CH:164]1[CH:165]=[CH:166][CH:167]([NH2:4])[CH:168]=[CH:169]1)=[O:107])[CH3:156]. Given the reactants CC1(C)S[C@@H]2[C@H](NC([C@H](N)C3C=CC=CC=3)=O)C(=O)[N:4]2[C@H]1C(O)=O.C[C@]1(O)[C@@H]2C(=C(O)[C@]3(O)C(=O)C(C(N)=O)=C(O)[C@@H](N(C)C)[C@@H]3C2)C(=O)C2C(O)=CC=CC1=2.CCCCCCCCCC(N[C@H](C(N[C@H](C(N[C@H](C(N[C@@H]1C(=O)NCC(=O)N[C@@H](CCCN)C(=O)N[C@@H](CC(O)=O)C(=O)N[C@H](C)C(=O)N[C@@H](CC(O)=O)C(=O)NCC(=O)N[C@H](CO)[C:110](=O)[NH:109][C@@H:108]([C@@H:155]([CH2:157][C:158](O)=O)[CH3:156])[C:106](=[O:107])[NH:105][C@@H:104]([CH2:161][C:162]([C:164]2[CH:165]=[CH:166][CH:167]=[CH:168][C:169]=2N)=O)[C:102](=[O:103])[O:101][C@@H]1C)=O)CC(O)=O)=O)CC(N)=O)=O)CC1C2C=CC=CC=2NC=1)=O.[OH:172][C:173]([CH2:175][CH2:176][CH2:177][CH2:178][C@H:179]1[C@@H:187]2[C@@H:182]([NH:183][C:184]([NH:186]2)=[O:185])[CH2:181][S:180]1)=[O:174], predict the reaction product.